Dataset: Full USPTO retrosynthesis dataset with 1.9M reactions from patents (1976-2016). Task: Predict the reactants needed to synthesize the given product. (1) The reactants are: Cl[C:2]1[C:7]([C:8]([NH2:10])=[O:9])=[CH:6][N:5]=[C:4](Cl)C=1.[O:12]([C:19]1[CH:24]=[CH:23][C:22]([OH:25])=[CH:21][CH:20]=1)[C:13]1[CH:18]=[CH:17][CH:16]=[CH:15][CH:14]=1.[NH:26]1[CH2:30][CH2:29][C@H:28]2[CH2:31][N:32]([C:34]([O:36]C(C)(C)C)=O)[CH2:33][C@@H:27]12.C(O)(=O)[CH:42]=[CH2:43].C(C1C=CC(C2CCN(C(OC(C)(C)C)=O)CC=2)=NC=1NC1C=CC(CCN2CCCC2)=CC=1)(=O)[NH2:47]. Given the product [C:34]([N:32]1[CH2:31][C@H:28]2[C@H:27]([N:26]([C:4]3[N:5]=[C:6]([O:25][C:22]4[CH:21]=[CH:20][C:19]([O:12][C:13]5[CH:18]=[CH:17][CH:16]=[CH:15][CH:14]=5)=[CH:24][CH:23]=4)[C:7]([C:8]([NH2:10])=[O:9])=[CH:2][N:47]=3)[CH2:30][CH2:29]2)[CH2:33]1)(=[O:36])[CH:42]=[CH2:43], predict the reactants needed to synthesize it. (2) Given the product [N:1]1([C:6]2[CH:7]=[C:8]([C:12]3[O:16][CH:15]=[N:14][C:13]=3[C:17]([OH:19])=[O:18])[CH:9]=[CH:10][CH:11]=2)[CH2:2][CH2:3][CH2:4][CH2:5]1, predict the reactants needed to synthesize it. The reactants are: [N:1]1([C:6]2[CH:7]=[C:8]([C:12]3[O:16][CH:15]=[N:14][C:13]=3[C:17]([O:19]C)=[O:18])[CH:9]=[CH:10][CH:11]=2)[CH2:5][CH2:4][CH2:3][CH2:2]1.[OH-].[Na+]. (3) Given the product [Cl:8][C:6]1[N:5]=[C:4]([CH3:9])[N:3]=[C:2]([NH:18][C:17]2[CH:16]=[CH:15][C:14]([P:11]([CH3:13])([CH3:10])=[O:12])=[CH:20][CH:19]=2)[CH:7]=1, predict the reactants needed to synthesize it. The reactants are: Cl[C:2]1[CH:7]=[C:6]([Cl:8])[N:5]=[C:4]([CH3:9])[N:3]=1.[CH3:10][P:11]([C:14]1[CH:20]=[CH:19][C:17]([NH2:18])=[CH:16][CH:15]=1)([CH3:13])=[O:12].C(=O)([O-])[O-].[K+].[K+].